From a dataset of Peptide-MHC class II binding affinity with 134,281 pairs from IEDB. Regression. Given a peptide amino acid sequence and an MHC pseudo amino acid sequence, predict their binding affinity value. This is MHC class II binding data. The peptide sequence is SHLNAMSKVRKDISE. The MHC is DRB1_1101 with pseudo-sequence DRB1_1101. The binding affinity (normalized) is 0.706.